Dataset: Forward reaction prediction with 1.9M reactions from USPTO patents (1976-2016). Task: Predict the product of the given reaction. The product is: [ClH:1].[CH2:33]([C:30]1[CH:29]=[CH:28][C:27]([C:25]2[O:24][N:23]=[C:22]([C:19]3[CH:20]=[CH:21][C:16]([CH2:15][NH:14][C@@H:12]4[CH2:13][C@H:10]([C:8]([OH:9])=[O:7])[CH2:11]4)=[CH:17][CH:18]=3)[N:26]=2)=[CH:32][CH:31]=1)[CH:34]([CH3:36])[CH3:35]. Given the reactants [ClH:1].O.C([O:7][C:8]([C@H:10]1[CH2:13][C@@H:12]([NH:14][CH2:15][C:16]2[CH:21]=[CH:20][C:19]([C:22]3[N:26]=[C:25]([C:27]4[CH:32]=[CH:31][C:30]([CH2:33][CH:34]([CH3:36])[CH3:35])=[CH:29][CH:28]=4)[O:24][N:23]=3)=[CH:18][CH:17]=2)[CH2:11]1)=[O:9])(C)(C)C.C(OCC)C, predict the reaction product.